Dataset: Full USPTO retrosynthesis dataset with 1.9M reactions from patents (1976-2016). Task: Predict the reactants needed to synthesize the given product. (1) Given the product [C:1]([C:3]1[CH:4]=[C:5]([C:25]2[CH:33]=[CH:32][C:28]([C:29]([N:36]([O:37][CH3:38])[CH3:35])=[O:31])=[CH:27][CH:26]=2)[C:6]([CH:22]2[CH2:24][CH2:23]2)=[N:7][C:8]=1[N:9]1[CH2:14][CH2:13][N:12]([C:15](=[O:20])[CH2:16][CH2:17][O:18][CH3:19])[C@H:11]([CH3:21])[CH2:10]1)#[N:2], predict the reactants needed to synthesize it. The reactants are: [C:1]([C:3]1[CH:4]=[C:5]([C:25]2[CH:33]=[CH:32][C:28]([C:29]([OH:31])=O)=[CH:27][CH:26]=2)[C:6]([CH:22]2[CH2:24][CH2:23]2)=[N:7][C:8]=1[N:9]1[CH2:14][CH2:13][N:12]([C:15](=[O:20])[CH2:16][CH2:17][O:18][CH3:19])[C@H:11]([CH3:21])[CH2:10]1)#[N:2].[Cl-].[CH3:35][NH2+:36][O:37][CH3:38].CN(C(ON1N=NC2C=CC=NC1=2)=[N+](C)C)C.F[P-](F)(F)(F)(F)F.CCN(C(C)C)C(C)C. (2) Given the product [CH3:21][O:20][C:17]1[CH:18]=[CH:19][C:14]([N:13]2[C:9]([C:6]3[CH:7]=[CH:8][C:3]([O:2][CH3:1])=[CH:4][CH:5]=3)=[N:10][C:11]([O:22][CH2:30][C:31]([F:34])([F:33])[F:32])=[N:12]2)=[CH:15][N:16]=1, predict the reactants needed to synthesize it. The reactants are: [CH3:1][O:2][C:3]1[CH:8]=[CH:7][C:6]([C:9]2[N:13]([C:14]3[CH:15]=[N:16][C:17]([O:20][CH3:21])=[CH:18][CH:19]=3)[N:12]=[C:11]([OH:22])[N:10]=2)=[CH:5][CH:4]=1.C(=O)([O-])[O-].[K+].[K+].I[CH2:30][C:31]([F:34])([F:33])[F:32].C(OCC)(=O)C. (3) The reactants are: [CH2:1]([N:8]1[CH2:13][CH2:12][N:11]2[C:14]([CH:17]([OH:37])[CH2:18][C:19]3[CH:27]=[C:26]([CH3:28])[C:25]4[C:21](=[CH:22][N:23]([CH2:29][O:30][CH2:31][CH2:32][Si:33]([CH3:36])([CH3:35])[CH3:34])[N:24]=4)[CH:20]=3)=[N:15][CH:16]=[C:10]2[CH2:9]1)[C:2]1[CH:7]=[CH:6][CH:5]=[CH:4][CH:3]=1.[O:38]=[C:39]1[C:48]([CH:49]2[CH2:54][CH2:53][N:52]([C:55](OC3C=CC([N+]([O-])=O)=CC=3)=[O:56])[CH2:51][CH2:50]2)=[CH:47][C:46]2[C:41](=[CH:42][CH:43]=[CH:44][CH:45]=2)[NH:40]1.[H-].[Na+].O. Given the product [O:38]=[C:39]1[C:48]([CH:49]2[CH2:50][CH2:51][N:52]([C:55]([O:37][CH:17]([C:14]3[N:11]4[CH2:12][CH2:13][N:8]([CH2:1][C:2]5[CH:7]=[CH:6][CH:5]=[CH:4][CH:3]=5)[CH2:9][C:10]4=[CH:16][N:15]=3)[CH2:18][C:19]3[CH:27]=[C:26]([CH3:28])[C:25]4[C:21](=[CH:22][N:23]([CH2:29][O:30][CH2:31][CH2:32][Si:33]([CH3:35])([CH3:34])[CH3:36])[N:24]=4)[CH:20]=3)=[O:56])[CH2:53][CH2:54]2)=[CH:47][C:46]2[C:41](=[CH:42][CH:43]=[CH:44][CH:45]=2)[NH:40]1, predict the reactants needed to synthesize it. (4) Given the product [N:16]1[C:17]2[NH:8][CH2:9][CH2:10][CH2:11][C:12]=2[CH:13]=[C:14](/[CH:18]=[CH:19]/[C:20]([OH:22])=[O:21])[CH:15]=1, predict the reactants needed to synthesize it. The reactants are: C(OC([N:8]1[C:17]2[N:16]=[CH:15][C:14](/[CH:18]=[CH:19]/[C:20]([O:22]CC3C=CC=CC=3)=[O:21])=[CH:13][C:12]=2[CH2:11][CH2:10][CH2:9]1)=O)(C)(C)C.[Li+].[OH-]. (5) Given the product [CH3:1][O:2][C:3]1[CH:30]=[CH:29][CH:28]=[CH:27][C:4]=1[C:5]([C:7]1[CH:12]=[CH:11][C:10]([CH3:13])=[CH:9][C:8]=1[NH:14][C:15](=[O:26])[NH:16][C:17]1[S:18][CH:19]=[C:20]([CH2:22][C:23]([NH:35][CH2:34][CH2:33][O:32][CH3:31])=[O:25])[N:21]=1)=[O:6], predict the reactants needed to synthesize it. The reactants are: [CH3:1][O:2][C:3]1[CH:30]=[CH:29][CH:28]=[CH:27][C:4]=1[C:5]([C:7]1[CH:12]=[CH:11][C:10]([CH3:13])=[CH:9][C:8]=1[NH:14][C:15](=[O:26])[NH:16][C:17]1[S:18][CH:19]=[C:20]([CH2:22][C:23]([OH:25])=O)[N:21]=1)=[O:6].[CH3:31][O:32][CH2:33][CH2:34][NH2:35]. (6) Given the product [C:23]([C:22]1[CH:25]=[CH:26][CH:27]=[CH:28][C:21]=1[NH:20][C:14](=[O:16])[C:13]([N:10]1[CH2:9][CH2:8][CH:7]([CH2:6][C:5]2[CH:4]=[CH:3][C:2]([F:1])=[CH:19][CH:18]=2)[CH2:12][CH2:11]1)=[O:17])#[N:24], predict the reactants needed to synthesize it. The reactants are: [F:1][C:2]1[CH:19]=[CH:18][C:5]([CH2:6][CH:7]2[CH2:12][CH2:11][N:10]([C:13](=[O:17])[C:14]([OH:16])=O)[CH2:9][CH2:8]2)=[CH:4][CH:3]=1.[NH2:20][C:21]1[CH:28]=[CH:27][CH:26]=[CH:25][C:22]=1[C:23]#[N:24]. (7) Given the product [CH2:6]([N:13]1[CH2:18][CH2:17][CH:16]([N:19]([CH2:27][C:28]2[N:29]=[C:30]([CH:44]=[O:45])[N:31]([CH2:33][O:34][CH2:35][CH2:36][Si:37]([CH3:40])([CH3:39])[CH3:38])[CH:32]=2)[C:20](=[O:26])[O:21][C:22]([CH3:25])([CH3:24])[CH3:23])[CH2:15][CH2:14]1)[C:7]1[CH:8]=[CH:9][CH:10]=[CH:11][CH:12]=1, predict the reactants needed to synthesize it. The reactants are: C([Li])CCC.[CH2:6]([N:13]1[CH2:18][CH2:17][CH:16]([N:19]([CH2:27][C:28]2[N:29]=[CH:30][N:31]([CH2:33][O:34][CH2:35][CH2:36][Si:37]([CH3:40])([CH3:39])[CH3:38])[CH:32]=2)[C:20](=[O:26])[O:21][C:22]([CH3:25])([CH3:24])[CH3:23])[CH2:15][CH2:14]1)[C:7]1[CH:12]=[CH:11][CH:10]=[CH:9][CH:8]=1.CN([CH:44]=[O:45])C.[Cl-].[NH4+].